From a dataset of Full USPTO retrosynthesis dataset with 1.9M reactions from patents (1976-2016). Predict the reactants needed to synthesize the given product. (1) Given the product [Cl:13][C:12]([Cl:15])([Cl:14])[C:11]1[NH:8][C:1]2[CH:6]=[CH:5][CH:4]=[CH:3][C:2]=2[N:7]=1, predict the reactants needed to synthesize it. The reactants are: [C:1]1([NH2:8])[C:2]([NH2:7])=[CH:3][CH:4]=[CH:5][CH:6]=1.CO[C:11](=N)[C:12]([Cl:15])([Cl:14])[Cl:13].C1(C)C=CC=CC=1. (2) Given the product [CH2:20]([O:22][C:23]1[CH:30]=[C:29]([N+:31]([O-:33])=[O:32])[CH:28]=[CH:27][C:24]=1[CH:25]([C:2]1[CH:7]=[C:6]([CH3:8])[CH:5]=[CH:4][N:3]=1)[OH:26])[CH3:21], predict the reactants needed to synthesize it. The reactants are: Br[C:2]1[CH:7]=[C:6]([CH3:8])[CH:5]=[CH:4][N:3]=1.CCCCCC.C([Li])CCC.[CH2:20]([O:22][C:23]1[CH:30]=[C:29]([N+:31]([O-:33])=[O:32])[CH:28]=[CH:27][C:24]=1[CH:25]=[O:26])[CH3:21].O. (3) The reactants are: [OH:1][CH2:2][C:3]#[C:4][C:5]1[CH:6]=[C:7]2[C:12](=[CH:13][CH:14]=1)[N:11]=[CH:10][N:9]=[C:8]2[N:15]1[CH2:19][CH2:18][CH:17]([O:20][C:21](=[O:32])[NH:22][C:23]2[CH:28]=[CH:27][C:26]([CH:29]([CH3:31])[CH3:30])=[CH:25][CH:24]=2)[CH2:16]1.[CH3:33][S:34](Cl)(=[O:36])=[O:35]. Given the product [CH:29]([C:26]1[CH:25]=[CH:24][C:23]([NH:22][C:21]([O:20][CH:17]2[CH2:18][CH2:19][N:15]([C:8]3[C:7]4[C:12](=[CH:13][CH:14]=[C:5]([C:4]#[C:3][CH2:2][O:1][S:34]([CH3:33])(=[O:36])=[O:35])[CH:6]=4)[N:11]=[CH:10][N:9]=3)[CH2:16]2)=[O:32])=[CH:28][CH:27]=1)([CH3:30])[CH3:31], predict the reactants needed to synthesize it. (4) The reactants are: [NH2:1][C:2]1[CH:7]=[C:6]([C:8]([CH3:11])([CH3:10])[CH3:9])[CH:5]=[CH:4][C:3]=1[NH:12][C:13](=O)[CH2:14][CH2:15][CH2:16][C:17]([N:19]([CH2:23][C@@H:24]1[C@@H:31]2[C@@H:27]([O:28][C:29]([CH3:33])([CH3:32])[O:30]2)[C@H:26]([N:34]2[CH:42]=[N:41][C:40]3[C:35]2=[N:36][CH:37]=[N:38][C:39]=3[NH2:43])[O:25]1)[CH:20]([CH3:22])[CH3:21])=[O:18]. Given the product [NH2:43][C:39]1[N:38]=[CH:37][N:36]=[C:35]2[C:40]=1[N:41]=[CH:42][N:34]2[C@H:26]1[C@@H:27]2[O:28][C:29]([CH3:33])([CH3:32])[O:30][C@@H:31]2[C@@H:24]([CH2:23][N:19]([CH:20]([CH3:22])[CH3:21])[C:17](=[O:18])[CH2:16][CH2:15][CH2:14][C:13]2[NH:12][C:3]3[CH:4]=[CH:5][C:6]([C:8]([CH3:11])([CH3:10])[CH3:9])=[CH:7][C:2]=3[N:1]=2)[O:25]1, predict the reactants needed to synthesize it. (5) The reactants are: [CH3:1][C:2]1[C:7]([O:8][CH2:9][C:10]([O:12]C)=O)=[CH:6][CH:5]=[CH:4][N:3]=1.O.[NH2:15][NH2:16]. Given the product [CH3:1][C:2]1[C:7]([O:8][CH2:9][C:10]([NH:15][NH2:16])=[O:12])=[CH:6][CH:5]=[CH:4][N:3]=1, predict the reactants needed to synthesize it. (6) The reactants are: [F:1][C:2]1[CH:16]=[CH:15][C:5]2[C:6]3[N:7]([CH:11]=[C:12](I)[N:13]=3)[CH2:8][CH2:9][O:10][C:4]=2[CH:3]=1.C1(P(C2C=CC=CC=2)C2[C:37]3[O:36]C4C(=CC=CC=4P(C4C=CC=CC=4)C4C=CC=CC=4)C(C)(C)C=3C=CC=2)C=CC=CC=1.C[OH:60].C(N(CC)CC)C.Cl. Given the product [F:1][C:2]1[CH:16]=[CH:15][C:5]2[C:6]3[N:7]([CH:11]=[C:12]([C:37]([OH:36])=[O:60])[N:13]=3)[CH2:8][CH2:9][O:10][C:4]=2[CH:3]=1, predict the reactants needed to synthesize it. (7) The reactants are: [Cl:1][C:2]1[CH:3]=[C:4]([C:32](=[O:47])[NH:33][C:34]2([C:37]3[CH:42]=[CH:41][C:40]([C:43]([O:45][CH3:46])=[O:44])=[CH:39][CH:38]=3)[CH2:36][CH2:35]2)[C:5]([N:8]2[CH2:11][CH:10]([O:12][C:13]3[CH:14]=[C:15]([N:19]4[CH2:24][CH2:23][N:22](C(OC(C)(C)C)=O)[CH2:21][CH2:20]4)[CH:16]=[CH:17][CH:18]=3)[CH2:9]2)=[N:6][CH:7]=1.FC(F)(F)C(O)=O.ClCCl. Given the product [Cl:1][C:2]1[CH:7]=[N:6][C:5]([N:8]2[CH2:11][CH:10]([O:12][C:13]3[CH:18]=[CH:17][CH:16]=[C:15]([N:19]4[CH2:24][CH2:23][NH:22][CH2:21][CH2:20]4)[CH:14]=3)[CH2:9]2)=[C:4]([CH:3]=1)[C:32]([NH:33][C:34]1([C:37]2[CH:42]=[CH:41][C:40]([C:43]([O:45][CH3:46])=[O:44])=[CH:39][CH:38]=2)[CH2:36][CH2:35]1)=[O:47], predict the reactants needed to synthesize it.